Dataset: Reaction yield outcomes from USPTO patents with 853,638 reactions. Task: Predict the reaction yield, written as a fraction of the theoretical maximum amount of product (1.0 means a 100% yield; for example, 0.34 means a 34% yield). (1) The reactants are [K].[CH2:2]([NH:9][C:10]([C:12]1[C:21](=[O:22])[C:20]2[C:15](=[CH:16][CH:17]=[C:18]([O:23][CH2:24][CH3:25])[N:19]=2)[NH:14][CH:13]=1)=[O:11])[C:3]1[CH:8]=[CH:7][CH:6]=[CH:5][CH:4]=1.Cl. The catalyst is O. The product is [CH2:2]([NH:9][C:10]([C:12]1[C:21](=[O:22])[C:20]2[C:15](=[CH:16][CH:17]=[C:18]([O:23][CH2:24][CH3:25])[N:19]=2)[NH:14][CH:13]=1)=[O:11])[C:3]1[CH:8]=[CH:7][CH:6]=[CH:5][CH:4]=1. The yield is 0.420. (2) The reactants are [NH2:1][C:2]1[N:10]=[C:9]([O:11][CH3:12])[CH:8]=[C:7]([O:13][CH3:14])[C:3]=1[C:4](O)=[O:5].Cl.C[N:17](C)CCCN=C=NCC.O.ON1C2C=CC=CC=2N=N1.CN1CCOCC1.[OH-].[NH4+]. The catalyst is C1COCC1. The product is [NH2:1][C:2]1[N:10]=[C:9]([O:11][CH3:12])[CH:8]=[C:7]([O:13][CH3:14])[C:3]=1[C:4]([NH2:17])=[O:5]. The yield is 0.623.